From a dataset of Full USPTO retrosynthesis dataset with 1.9M reactions from patents (1976-2016). Predict the reactants needed to synthesize the given product. (1) Given the product [NH2:8][C:9]1([CH2:13][NH:14][C:15]2[C:24]3[C:19](=[CH:20][CH:21]=[C:22]([CH3:25])[CH:23]=3)[N:18]=[C:17]([N:26]3[CH2:32][C:31]4[CH:33]=[CH:34][CH:35]=[CH:36][C:30]=4[S:29](=[O:38])(=[O:37])[CH2:28][CH2:27]3)[N:16]=2)[CH2:12][CH2:11][CH2:10]1, predict the reactants needed to synthesize it. The reactants are: C([NH:8][C:9]1([CH2:13][NH:14][C:15]2[C:24]3[C:19](=[CH:20][CH:21]=[C:22]([CH3:25])[CH:23]=3)[N:18]=[C:17]([N:26]3[CH2:32][C:31]4[CH:33]=[CH:34][CH:35]=[CH:36][C:30]=4[S:29](=[O:38])(=[O:37])[CH2:28][CH2:27]3)[N:16]=2)[CH2:12][CH2:11][CH2:10]1)C1C=CC=CC=1.FC(F)(F)C(O)=O. (2) Given the product [C:1]([O:7][CH2:8][C@@H:9]([C:24]([O:26][C:27]([CH3:28])([CH3:30])[CH3:29])=[O:25])[C@@H:10]([C:14]1[CH:15]=[CH:16][C:17]([C:20]([F:22])([F:21])[F:23])=[CH:18][CH:19]=1)[CH2:11][OH:37])(=[O:6])[C:2]([CH3:4])([CH3:3])[CH3:5], predict the reactants needed to synthesize it. The reactants are: [C:1]([O:7][CH2:8][C@@H:9]([C:24]([O:26][C:27]([CH3:30])([CH3:29])[CH3:28])=[O:25])[C@@H:10]([C:14]1[CH:19]=[CH:18][C:17]([C:20]([F:23])([F:22])[F:21])=[CH:16][CH:15]=1)/[CH:11]=C/C)(=[O:6])[C:2]([CH3:5])([CH3:4])[CH3:3].C(Cl)Cl.[BH4-].[Na+].C[OH:37]. (3) Given the product [CH2:1]([O:3][C:4]([C:6]1([C:9]2[CH:10]=[CH:11][C:12]([C:15]3[CH:20]=[CH:19][C:18]([C:21]4[O:25][N:24]=[C:23]([CH3:26])[C:22]=4[NH:27][C:29]4[CH:30]=[N:31][CH:32]=[C:33]([O:35][CH3:36])[CH:34]=4)=[CH:17][CH:16]=3)=[CH:13][CH:14]=2)[CH2:8][CH2:7]1)=[O:5])[CH3:2], predict the reactants needed to synthesize it. The reactants are: [CH2:1]([O:3][C:4]([C:6]1([C:9]2[CH:14]=[CH:13][C:12]([C:15]3[CH:20]=[CH:19][C:18]([C:21]4[O:25][N:24]=[C:23]([CH3:26])[C:22]=4[NH2:27])=[CH:17][CH:16]=3)=[CH:11][CH:10]=2)[CH2:8][CH2:7]1)=[O:5])[CH3:2].Br[C:29]1[CH:30]=[N:31][CH:32]=[C:33]([O:35][CH3:36])[CH:34]=1. (4) Given the product [C:1]([N:8]1[CH2:13][CH2:12][CH:11]([N:14]2[C:22]3[C:17](=[CH:18][CH:19]=[C:20]([C:23]#[N:24])[CH:21]=3)[CH2:16][C:15]2=[O:26])[CH2:10][CH2:9]1)([O:3][C:4]([CH3:7])([CH3:6])[CH3:5])=[O:2], predict the reactants needed to synthesize it. The reactants are: [C:1]([N:8]1[CH2:13][CH2:12][CH:11]([NH:14][C:15](=[O:26])[CH2:16][C:17]2[CH:22]=[CH:21][C:20]([C:23]#[N:24])=[CH:19][C:18]=2Br)[CH2:10][CH2:9]1)([O:3][C:4]([CH3:7])([CH3:6])[CH3:5])=[O:2].CC(C1C=C(C(C)C)C(C2C=CC=CC=2P(C2CCCCC2)C2CCCCC2)=C(C(C)C)C=1)C.C(=O)([O-])[O-].[K+].[K+].C1(B(O)O)C=CC=CC=1. (5) Given the product [CH2:1]([O:3][C:4]([C:6]1([C:9]2[CH:10]=[CH:11][C:12]([C:15]3[CH:20]=[CH:19][C:18]([C:21]4[S:22][C:23]([F:29])=[CH:36][C:35]=4[NH:32][C:33]([O:61][C@@H:59]([C:55]4[S:54][CH:58]=[CH:57][CH:56]=4)[CH3:60])=[O:44])=[CH:17][CH:16]=3)=[CH:13][CH:14]=2)[CH2:7][CH2:8]1)=[O:5])[CH3:2], predict the reactants needed to synthesize it. The reactants are: [CH2:1]([O:3][C:4]([C:6]1([C:9]2[CH:14]=[CH:13][C:12]([C:15]3[CH:20]=[CH:19][C:18]([C:21]4[S:22][C:23]([F:29])=CC=4C(O)=O)=[CH:17][CH:16]=3)=[CH:11][CH:10]=2)[CH2:8][CH2:7]1)=[O:5])[CH3:2].C([N:32]([CH2:35][CH3:36])[CH2:33]C)C.C1(P(N=[N+]=[N-])(C2C=CC=CC=2)=[O:44])C=CC=CC=1.[S:54]1[CH:58]=[CH:57][CH:56]=[C:55]1[C@H:59]([OH:61])[CH3:60]. (6) Given the product [OH:14][CH:12]([CH3:13])[CH2:11][CH2:10][O:15][C:16](=[O:18])[CH3:17], predict the reactants needed to synthesize it. The reactants are: CCN(C(C)C)C(C)C.[CH2:10]([OH:15])[CH2:11][CH:12]([OH:14])[CH3:13].[C:16](Cl)(=[O:18])[CH3:17]. (7) Given the product [ClH:21].[Cl:21][C:22]1[CH:23]=[C:24]([N:29]2[CH2:34][CH2:33][N:32]([CH2:15][CH2:14][CH2:13][CH2:12][CH:6]3[C:5]4[C:9](=[CH:10][C:2]([F:1])=[CH:3][CH:4]=4)[NH:8][C:7]3=[O:11])[CH2:31][CH2:30]2)[CH:25]=[CH:26][C:27]=1[F:28], predict the reactants needed to synthesize it. The reactants are: [F:1][C:2]1[CH:10]=[C:9]2[C:5]([CH:6]([CH2:12][CH2:13][CH2:14][CH2:15]OS(C)(=O)=O)[C:7](=[O:11])[NH:8]2)=[CH:4][CH:3]=1.[Cl:21][C:22]1[CH:23]=[C:24]([N:29]2[CH2:34][CH2:33][NH:32][CH2:31][CH2:30]2)[CH:25]=[CH:26][C:27]=1[F:28]. (8) Given the product [Cl:18][CH2:19][C:20]1[NH:16][C:15](=[O:17])[C:2]2([CH2:7][CH2:6][N:5]([C:8]([O:10][C:11]([CH3:12])([CH3:13])[CH3:14])=[O:9])[CH2:4][CH2:3]2)[N:1]=1, predict the reactants needed to synthesize it. The reactants are: [NH2:1][C:2]1([C:15](=[O:17])[NH2:16])[CH2:7][CH2:6][N:5]([C:8]([O:10][C:11]([CH3:14])([CH3:13])[CH3:12])=[O:9])[CH2:4][CH2:3]1.[Cl:18][CH2:19][C:20](OC)(OC)OC.C(O)(=O)C.